Predict the product of the given reaction. From a dataset of Forward reaction prediction with 1.9M reactions from USPTO patents (1976-2016). (1) Given the reactants N1[CH2:5][CH2:4][CH2:3][CH2:2]1.S([O-])([O-])(=O)=O.[Mg+2].[CH2:12]([O:19][C:20]1[CH:25]=[CH:24][C:23]([CH2:26][C:27]([CH3:29])=O)=[CH:22][C:21]=1[Br:30])[C:13]1[CH:18]=[CH:17][CH:16]=[CH:15][CH:14]=1, predict the reaction product. The product is: [CH2:12]([O:19][C:20]1[CH:25]=[CH:24][C:23]([CH2:26][C:27]2[CH:5]=[C:4]3[C:2](=[CH:3][CH:4]=[CH:5][CH:2]=[CH:3]3)[CH:29]=2)=[CH:22][C:21]=1[Br:30])[C:13]1[CH:18]=[CH:17][CH:16]=[CH:15][CH:14]=1. (2) Given the reactants C([O:3][C:4]([C:6]1[NH:7][C:8]2[C:13]([C:14]=1[CH3:15])=[CH:12][C:11]([Cl:16])=[CH:10][CH:9]=2)=[O:5])C.I[CH3:18], predict the reaction product. The product is: [Cl:16][C:11]1[CH:12]=[C:13]2[C:8](=[CH:9][CH:10]=1)[N:7]([CH3:18])[C:6]([C:4]([OH:3])=[O:5])=[C:14]2[CH3:15]. (3) Given the reactants [ClH:1].[CH:2]1([NH:8][C:9]2[CH:18]=[C:17]3[C:12]([C:13](=[O:26])[C:14]([C:24]#[N:25])=[CH:15][N:16]3[CH:19]3[CH2:23][CH2:22][NH:21][CH2:20]3)=[CH:11][C:10]=2[F:27])[CH2:7][CH2:6][CH2:5][CH2:4][CH2:3]1.Cl.[H][H], predict the reaction product. The product is: [ClH:1].[NH2:25][CH2:24][C:14]1[C:13](=[O:26])[C:12]2[C:17](=[CH:18][C:9]([NH:8][CH:2]3[CH2:3][CH2:4][CH2:5][CH2:6][CH2:7]3)=[C:10]([F:27])[CH:11]=2)[N:16]([CH:19]2[CH2:23][CH2:22][NH:21][CH2:20]2)[CH:15]=1. (4) Given the reactants I[C:2]1[CH:3]=[C:4]([CH:9]=[CH:10][C:11]=1[NH:12][C:13](=O)[C:14](F)(F)F)[C:5]([O:7][CH3:8])=[O:6].[C:19]1([CH2:25]C#C)[CH:24]=[CH:23][CH:22]=[CH:21][CH:20]=1, predict the reaction product. The product is: [CH2:25]([C:13]1[NH:12][C:11]2[C:10]([CH:14]=1)=[CH:9][C:4]([C:5]([O:7][CH3:8])=[O:6])=[CH:3][CH:2]=2)[C:19]1[CH:24]=[CH:23][CH:22]=[CH:21][CH:20]=1. (5) The product is: [Cl:1][C:2]1[S:3][C:4]([Cl:18])=[CH:5][C:6]=1[CH:7]1[O:19][C:8]1([CH2:9][OH:10])[C:11]1[CH:16]=[CH:15][C:14]([F:17])=[CH:13][CH:12]=1. Given the reactants [Cl:1][C:2]1[S:3][C:4]([Cl:18])=[CH:5][C:6]=1/[CH:7]=[C:8](\[C:11]1[CH:16]=[CH:15][C:14]([F:17])=[CH:13][CH:12]=1)/[CH:9]=[O:10].[OH-:19].[Na+].OO.[BH4-].[Na+], predict the reaction product. (6) Given the reactants Br[C:2]1[CH:3]=[C:4]([NH2:9])[CH:5]=[CH:6][C:7]=1[CH3:8].[C:10]1(B(O)O)[CH:15]=[CH:14][CH:13]=[CH:12][CH:11]=1.C([O-])([O-])=O.[Na+].[Na+].C(O)C, predict the reaction product. The product is: [CH3:8][C:7]1[C:2]([C:10]2[CH:15]=[CH:14][CH:13]=[CH:12][CH:11]=2)=[CH:3][C:4]([NH2:9])=[CH:5][CH:6]=1.